Dataset: Catalyst prediction with 721,799 reactions and 888 catalyst types from USPTO. Task: Predict which catalyst facilitates the given reaction. (1) Reactant: [N:1]([CH2:4][C:5]1[CH:10]=[CH:9][N:8]=[C:7]([N:11]2[C:15]([C:16]3[O:17][CH:18]=[CH:19][CH:20]=3)=[CH:14][C:13]([C:21]([F:24])([F:23])[F:22])=[N:12]2)[CH:6]=1)=[N+]=[N-].O.O.[Sn](Cl)Cl. Product: [O:17]1[CH:18]=[CH:19][CH:20]=[C:16]1[C:15]1[N:11]([C:7]2[CH:6]=[C:5]([CH2:4][NH2:1])[CH:10]=[CH:9][N:8]=2)[N:12]=[C:13]([C:21]([F:22])([F:23])[F:24])[CH:14]=1. The catalyst class is: 5. (2) Reactant: Cl[C:2]1[N:7]=[CH:6][N:5]=[C:4]([NH:8][C:9]2[CH:18]=[C:17]3[C:12]([CH:13]=[CH:14][CH:15]=[N:16]3)=[CH:11][CH:10]=2)[CH:3]=1.[C:19]1([N:25]2[CH2:30][CH2:29][NH:28][CH2:27][CH2:26]2)[CH:24]=[CH:23][CH:22]=[CH:21][CH:20]=1.C([O-])([O-])=O.[K+].[K+]. Product: [C:19]1([N:25]2[CH2:30][CH2:29][N:28]([C:2]3[N:7]=[CH:6][N:5]=[C:4]([NH:8][C:9]4[CH:18]=[C:17]5[C:12]([CH:13]=[CH:14][CH:15]=[N:16]5)=[CH:11][CH:10]=4)[CH:3]=3)[CH2:27][CH2:26]2)[CH:24]=[CH:23][CH:22]=[CH:21][CH:20]=1. The catalyst class is: 3. (3) Reactant: [C:1]([O:5][C:6]([N:8]1[CH2:12][CH2:11][C@H:10]([N:13]([CH2:21][C:22]2[CH:27]=[C:26]([C:28]([F:31])([F:30])[F:29])[CH:25]=[C:24]([C:32]([F:35])([F:34])[F:33])[CH:23]=2)[C:14]2[N:19]=[CH:18][C:17](Br)=[CH:16][N:15]=2)[CH2:9]1)=[O:7])([CH3:4])([CH3:3])[CH3:2].[CH3:36][N:37]1[CH:41]=[CH:40][C:39](B2OC(C)(C)C(C)(C)O2)=[N:38]1.C(=O)([O-])O.[Na+].O. Product: [C:1]([O:5][C:6]([N:8]1[CH2:12][CH2:11][C@H:10]([N:13]([CH2:21][C:22]2[CH:27]=[C:26]([C:28]([F:31])([F:30])[F:29])[CH:25]=[C:24]([C:32]([F:35])([F:34])[F:33])[CH:23]=2)[C:14]2[N:19]=[CH:18][C:17]([C:40]3[CH:39]=[N:38][N:37]([CH3:36])[CH:41]=3)=[CH:16][N:15]=2)[CH2:9]1)=[O:7])([CH3:4])([CH3:3])[CH3:2]. The catalyst class is: 104. (4) Reactant: CC1C=CC(S([C:11]2[N:15]3[CH:16]=[CH:17][N:18]=[C:14]3[S:13][N:12]=2)(=O)=O)=CC=1.[CH2:19]([NH2:26])[CH2:20][CH2:21][CH2:22][CH2:23][CH2:24][NH2:25].C(N(CC)CC)C. Product: [S:13]1[C:14]2=[N:18][CH:17]=[CH:16][N:15]2[C:11]([NH:25][CH2:24][CH2:23][CH2:22][CH2:21][CH2:20][CH2:19][NH2:26])=[N:12]1. The catalyst class is: 3. (5) Reactant: [C:1]([C:5]1[C:6]([CH:42]=[CH2:43])=[C:7]([C:27]2[CH:28]=[C:29]3[C:34](=[CH:35][CH:36]=2)[CH:33]=[C:32]([NH:37][S:38]([CH3:41])(=[O:40])=[O:39])[CH:31]=[CH:30]3)[CH:8]=[C:9]([C:11]2[C:12]([O:22][C:23]([CH3:26])([CH3:25])[CH3:24])=[N:13][C:14]([O:17][C:18]([CH3:21])([CH3:20])[CH3:19])=[N:15][CH:16]=2)[CH:10]=1)([CH3:4])([CH3:3])[CH3:2]. Product: [C:1]([C:5]1[C:6]([CH2:42][CH3:43])=[C:7]([C:27]2[CH:28]=[C:29]3[C:34](=[CH:35][CH:36]=2)[CH:33]=[C:32]([NH:37][S:38]([CH3:41])(=[O:40])=[O:39])[CH:31]=[CH:30]3)[CH:8]=[C:9]([C:11]2[C:12]([O:22][C:23]([CH3:26])([CH3:25])[CH3:24])=[N:13][C:14]([O:17][C:18]([CH3:19])([CH3:20])[CH3:21])=[N:15][CH:16]=2)[CH:10]=1)([CH3:2])([CH3:3])[CH3:4]. The catalyst class is: 43. (6) Reactant: Cl.[NH:2]1[CH2:5][CH:4]([C:6]2[C:11]([Br:12])=[CH:10][N:9]=[C:8]([Cl:13])[N:7]=2)[CH2:3]1.CN(C(ON1N=NC2C=CC=NC1=2)=[N+](C)C)C.F[P-](F)(F)(F)(F)F.[NH:38]1[C:42]2[CH:43]=[CH:44][CH:45]=[CH:46][C:41]=2[N:40]=[C:39]1[C:47](O)=[O:48]. Product: [NH:38]1[C:42]2[CH:43]=[CH:44][CH:45]=[CH:46][C:41]=2[N:40]=[C:39]1[C:47]([N:2]1[CH2:5][CH:4]([C:6]2[C:11]([Br:12])=[CH:10][N:9]=[C:8]([Cl:13])[N:7]=2)[CH2:3]1)=[O:48]. The catalyst class is: 2.